From a dataset of Human liver microsome stability data. Regression/Classification. Given a drug SMILES string, predict its absorption, distribution, metabolism, or excretion properties. Task type varies by dataset: regression for continuous measurements (e.g., permeability, clearance, half-life) or binary classification for categorical outcomes (e.g., BBB penetration, CYP inhibition). Dataset: hlm. The molecule is COc1ccc2nc3cc(Cl)ccc3c(N=C(NCCCN3CCCCC3)C(C)C)c2n1. The result is 1 (stable in human liver microsomes).